The task is: Predict the reactants needed to synthesize the given product.. This data is from Full USPTO retrosynthesis dataset with 1.9M reactions from patents (1976-2016). (1) The reactants are: [CH2:1]([O:3][C:4]([C:6]1[C:10]([CH3:11])=[CH:9][NH:8][C:7]=1[CH2:12][C:13]([OH:15])=O)=[O:5])[CH3:2].Cl.C(N=C=NC[CH2:23][CH2:24][N:25]([CH3:27])[CH3:26])C.O[N:29]1[C:33]2C=CC=CC=2N=N1.O.CN(C)[CH:41]=[O:42]. Given the product [CH2:1]([O:3][C:4]([C:6]1[C:10]([CH3:11])=[CH:9][NH:8][C:7]=1[CH2:12][C:13](=[O:15])[NH:29][CH2:33][CH2:27][N:25]1[CH2:24][CH2:23][O:42][CH2:41][CH2:26]1)=[O:5])[CH3:2], predict the reactants needed to synthesize it. (2) Given the product [F:27][C:24]1[CH:25]=[CH:26][C:21]([C:19]2[O:20][C:16]3[CH:15]=[CH:14][C:13]([C:38]4[CH:39]=[C:40]([CH:44]=[CH:45][CH:46]=4)[C:41]([OH:43])=[O:42])=[CH:32][C:17]=3[C:18]=2[C:28](=[O:31])[NH:29][CH3:30])=[CH:22][CH:23]=1, predict the reactants needed to synthesize it. The reactants are: C(=O)([O-])[O-].[Cs+].[Cs+].FC(F)(F)S(O[C:13]1[CH:14]=[CH:15][C:16]2[O:20][C:19]([C:21]3[CH:26]=[CH:25][C:24]([F:27])=[CH:23][CH:22]=3)=[C:18]([C:28](=[O:31])[NH:29][CH3:30])[C:17]=2[CH:32]=1)(=O)=O.B([C:38]1[CH:39]=[C:40]([CH:44]=[CH:45][CH:46]=1)[C:41]([OH:43])=[O:42])(O)O.O1CCOCC1. (3) Given the product [Cl:38][CH2:30][C:27]1[CH:28]=[CH:29][C:24]([C:22]([NH:21][C:5]2[CH:4]=[CH:3][C:2]([CH3:1])=[C:7]([NH:8][C:9]3[N:14]=[C:13]([C:15]4[CH:20]=[N:19][CH:18]=[CH:17][CH:16]=4)[CH:12]=[CH:11][N:10]=3)[CH:6]=2)=[O:23])=[CH:25][CH:26]=1, predict the reactants needed to synthesize it. The reactants are: [CH3:1][C:2]1[CH:3]=[CH:4][C:5]([NH:21][C:22]([C:24]2[CH:25]=[CH:26][C:27]([CH2:30]N3CCN(C)CC3)=[CH:28][CH:29]=2)=[O:23])=[CH:6][C:7]=1[NH:8][C:9]1[N:10]=[CH:11][CH:12]=[C:13]([C:15]2[CH:16]=[CH:17][CH:18]=[N:19][CH:20]=2)[N:14]=1.[Cl:38]CC1C=CC(C(Cl)=O)=CC=1. (4) Given the product [CH3:14][C:13]1[C:12]([OH:15])=[N:1][C:2]2[C:3]([C:4]=1[OH:6])=[CH:8][CH:9]=[CH:10][N:11]=2, predict the reactants needed to synthesize it. The reactants are: [NH2:1][C:2]1[N:11]=[CH:10][CH:9]=[CH:8][C:3]=1[C:4]([O:6]C)=O.[C:12](OC)(=[O:15])[CH2:13][CH3:14].CC(C)([O-])C.[Na+].